The task is: Predict the product of the given reaction.. This data is from Forward reaction prediction with 1.9M reactions from USPTO patents (1976-2016). (1) The product is: [CH3:1][O:2][C:3]1[CH:8]=[C:7]([S:9]([CH3:12])(=[O:11])=[O:10])[CH:6]=[CH:5][C:4]=1[NH2:13]. Given the reactants [CH3:1][O:2][C:3]1[CH:8]=[C:7]([S:9]([CH3:12])(=[O:11])=[O:10])[CH:6]=[CH:5][C:4]=1[N+:13]([O-])=O, predict the reaction product. (2) Given the reactants Cl[C:2]1[CH:11]=[CH:10][C:9]2[C:4](=[C:5]([C:12]([OH:14])=[O:13])[CH:6]=[CH:7][CH:8]=2)[N:3]=1.[F:15][CH:16]([F:32])[C:17]1[CH:18]=[C:19](B2OC(C)(C)C(C)(C)O2)[CH:20]=[CH:21][CH:22]=1.[O-]P([O-])([O-])=O.[K+].[K+].[K+].C(Cl)Cl, predict the reaction product. The product is: [F:15][CH:16]([F:32])[C:17]1[CH:22]=[C:21]([C:2]2[CH:11]=[CH:10][C:9]3[C:4](=[C:5]([C:12]([OH:14])=[O:13])[CH:6]=[CH:7][CH:8]=3)[N:3]=2)[CH:20]=[CH:19][CH:18]=1.